From a dataset of Peptide-MHC class II binding affinity with 134,281 pairs from IEDB. Regression. Given a peptide amino acid sequence and an MHC pseudo amino acid sequence, predict their binding affinity value. This is MHC class II binding data. (1) The peptide sequence is AFKVAATKANAAPAN. The MHC is DRB1_0701 with pseudo-sequence DRB1_0701. The binding affinity (normalized) is 0.821. (2) The peptide sequence is GKNVVNVQTKPSLFK. The MHC is DRB5_0101 with pseudo-sequence DRB5_0101. The binding affinity (normalized) is 0.710.